Dataset: Catalyst prediction with 721,799 reactions and 888 catalyst types from USPTO. Task: Predict which catalyst facilitates the given reaction. (1) Product: [N:3]1([CH2:8][C:9]2[CH:10]=[CH:11][C:12]([O:15][CH:21]3[CH2:22][N:23]([C:25]([O:27][C:28]([CH3:31])([CH3:30])[CH3:29])=[O:26])[CH2:24]3)=[CH:13][CH:14]=2)[CH2:7][CH2:6][CH2:5][CH2:4]1. The catalyst class is: 3. Reactant: [H-].[Na+].[N:3]1([CH2:8][C:9]2[CH:14]=[CH:13][C:12]([OH:15])=[CH:11][CH:10]=2)[CH2:7][CH2:6][CH2:5][CH2:4]1.CS(O[CH:21]1[CH2:24][N:23]([C:25]([O:27][C:28]([CH3:31])([CH3:30])[CH3:29])=[O:26])[CH2:22]1)(=O)=O.O. (2) Reactant: [Si:1]([O:8][C:9]1[CH:14]=[CH:13][C:12](/[CH:15]=[CH:16]/[CH2:17][OH:18])=[CH:11][C:10]=1[O:19][CH3:20])([C:4]([CH3:7])([CH3:6])[CH3:5])([CH3:3])[CH3:2]. Product: [Si:1]([O:8][C:9]1[CH:14]=[CH:13][C:12](/[CH:15]=[CH:16]/[CH:17]=[O:18])=[CH:11][C:10]=1[O:19][CH3:20])([C:4]([CH3:7])([CH3:6])[CH3:5])([CH3:2])[CH3:3]. The catalyst class is: 697. (3) Reactant: [C:1]1([C:26]2[CH:31]=[CH:30][CH:29]=[CH:28][CH:27]=2)[CH:6]=[CH:5][C:4]([O:7][CH2:8][CH2:9][CH2:10][CH2:11][CH2:12][CH:13]([C:18](=[O:25])[C:19]([O:23][CH3:24])([O:21][CH3:22])[CH3:20])C(OC)=O)=[CH:3][CH:2]=1.[OH-].[Na+]. Product: [C:1]1([C:26]2[CH:27]=[CH:28][CH:29]=[CH:30][CH:31]=2)[CH:6]=[CH:5][C:4]([O:7][CH2:8][CH2:9][CH2:10][CH2:11][CH2:12][CH2:13][C:18](=[O:25])[C:19]([O:21][CH3:22])([O:23][CH3:24])[CH3:20])=[CH:3][CH:2]=1. The catalyst class is: 24. (4) Reactant: [Br:1][C:2]1[C:3]([CH3:19])=[C:4]([N:8]2[C:16](=[O:17])[C:15]3[CH:14]=[CH:13][N:12]=[CH:11][C:10]=3[C:9]2=O)[CH:5]=[CH:6][CH:7]=1.[BH4-].[Na+].BrC1C(C)=C(NC(=O)C2C(CO)=CC=NC=2)C=CC=1.BrC1C(C)=C(NC(=O)C2C=CN=CC=2CO)C=CC=1.C1(P(C2C=CC=CC=2)C2C=CC=CC=2)C=CC=CC=1.N(C(OCC)=O)=NC(OCC)=O. Product: [Br:1][C:2]1[C:3]([CH3:19])=[C:4]([N:8]2[C:16](=[O:17])[C:15]3[CH:14]=[CH:13][N:12]=[CH:11][C:10]=3[CH2:9]2)[CH:5]=[CH:6][CH:7]=1. The catalyst class is: 5. (5) Reactant: [Br:1][C:2]1[C:3]([CH3:8])=[N:4][O:5][C:6]=1[NH2:7].[H-].[Na+].[CH:11]([C:14]1[S:18][C:17]2[CH:19]=[CH:20][CH:21]=[CH:22][C:16]=2[C:15]=1[S:23](Cl)(=[O:25])=[O:24])([CH3:13])[CH3:12]. Product: [Br:1][C:2]1[C:3]([CH3:8])=[N:4][O:5][C:6]=1[NH:7][S:23]([C:15]1[C:16]2[CH:22]=[CH:21][CH:20]=[CH:19][C:17]=2[S:18][C:14]=1[CH:11]([CH3:13])[CH3:12])(=[O:24])=[O:25]. The catalyst class is: 1.